From a dataset of Catalyst prediction with 721,799 reactions and 888 catalyst types from USPTO. Predict which catalyst facilitates the given reaction. (1) Reactant: [C:1](=[O:36])([O:3][CH:4]([C:29]1[CH:34]=[CH:33][CH:32]=[CH:31][C:30]=1[Cl:35])[CH2:5][NH:6][C:7](=[O:28])[CH2:8][N:9]1[C:13](=[O:14])[N:12](/[CH:15]=[CH:16]/[C:17]([F:20])([F:19])[F:18])[C:11]([C:21]2[CH:26]=[CH:25][C:24]([Cl:27])=[CH:23][CH:22]=2)=[N:10]1)[NH2:2]. Product: [C:1](=[O:36])([O:3][CH:4]([C:29]1[CH:34]=[CH:33][CH:32]=[CH:31][C:30]=1[Cl:35])[CH2:5][NH:6][C:7](=[O:28])[CH2:8][N:9]1[C:13](=[O:14])[N:12]([CH2:15][CH2:16][C:17]([F:20])([F:18])[F:19])[C:11]([C:21]2[CH:26]=[CH:25][C:24]([Cl:27])=[CH:23][CH:22]=2)=[N:10]1)[NH2:2]. The catalyst class is: 465. (2) Reactant: [Cl:1][C:2]1[C:30]([C:31]([F:34])([F:33])[F:32])=[CH:29][CH:28]=[CH:27][C:3]=1[CH2:4][N:5]1[C:10](=[O:11])[C:9]([C:12]([OH:14])=[O:13])=[CH:8][N:7]([C:15]2[CH:23]=[C:22]3[C:18]([C:19]([CH3:25])([CH3:24])[CH2:20][NH:21]3)=[CH:17][CH:16]=2)[C:6]1=[O:26].C(N(CC)CC)C.[C:42](OC(=O)C)(=[O:44])[CH3:43].Cl. Product: [C:42]([N:21]1[C:22]2[C:18](=[CH:17][CH:16]=[C:15]([N:7]3[CH:8]=[C:9]([C:12]([OH:14])=[O:13])[C:10](=[O:11])[N:5]([CH2:4][C:3]4[CH:27]=[CH:28][CH:29]=[C:30]([C:31]([F:33])([F:32])[F:34])[C:2]=4[Cl:1])[C:6]3=[O:26])[CH:23]=2)[C:19]([CH3:25])([CH3:24])[CH2:20]1)(=[O:44])[CH3:43]. The catalyst class is: 1. (3) Reactant: CS(Cl)(=O)=O.[Cl:6][C:7]1[CH:11]=[C:10]([C:12]([OH:14])=O)[N:9]([C:15]2[C:20]([Cl:21])=[CH:19][CH:18]=[CH:17][N:16]=2)[N:8]=1.C(N(CC)CC)C.[NH2:29][C:30]1[C:38]([Cl:39])=[CH:37][C:36]([I:40])=[CH:35][C:31]=1[C:32](O)=[O:33]. Product: [Cl:39][C:38]1[C:30]2[N:29]=[C:12]([C:10]3[N:9]([C:15]4[C:20]([Cl:21])=[CH:19][CH:18]=[CH:17][N:16]=4)[N:8]=[C:7]([Cl:6])[CH:11]=3)[O:14][C:32](=[O:33])[C:31]=2[CH:35]=[C:36]([I:40])[CH:37]=1. The catalyst class is: 47. (4) Reactant: F[C:2]1[CH:3]=[CH:4][C:5]2[N:9]=[N:8][N:7]([CH2:10][CH2:11][CH2:12][CH2:13]Cl)[C:6]=2[CH:15]=1.[F:16][C:17]([F:31])([F:30])[C:18]1[CH:19]=[C:20]([CH:24]2[CH2:29][CH2:28]CN[CH2:25]2)[CH:21]=[CH:22][CH:23]=1.[CH:32]([N:35](C(C)C)CC)(C)C.[I-].[K+]. Product: [N:7]1([CH2:10][CH2:11][CH2:12][CH2:13][N:35]2[CH2:32][CH2:25][CH:24]([C:20]3[CH:21]=[CH:22][CH:23]=[C:18]([C:17]([F:16])([F:30])[F:31])[CH:19]=3)[CH2:29][CH2:28]2)[C:6]2[CH:15]=[CH:2][CH:3]=[CH:4][C:5]=2[N:9]=[N:8]1. The catalyst class is: 10. (5) Reactant: [O:1]=[C:2]([NH:17][C:18]1[S:19][CH:20]=[CH:21][N:22]=1)[CH2:3][N:4]1[CH2:9][CH2:8][N:7]([C:10]([O:12][C:13]([CH3:16])([CH3:15])[CH3:14])=[O:11])[CH2:6][CH2:5]1.[H-].[Na+].[CH3:25]I. Product: [CH3:25][N:17]([C:18]1[S:19][CH:20]=[CH:21][N:22]=1)[C:2](=[O:1])[CH2:3][N:4]1[CH2:9][CH2:8][N:7]([C:10]([O:12][C:13]([CH3:16])([CH3:14])[CH3:15])=[O:11])[CH2:6][CH2:5]1. The catalyst class is: 3. (6) Reactant: C1C=CC2N(O)N=[N:7]C=2C=1.CCN=C=NCCCN(C)C.Cl.Cl.[C:24]([O:28][C:29]([NH:31][CH2:32][C:33]1[CH:38]=[CH:37][C:36]([NH:39][C:40]2[N:45]=[C:44]([CH2:46][CH2:47][C:48]3[CH:53]=[CH:52][CH:51]=[CH:50][C:49]=3[CH2:54][C:55]([OH:57])=O)[C:43]([C:58]([F:61])([F:60])[F:59])=[CH:42][N:41]=2)=[CH:35][CH:34]=1)=[O:30])([CH3:27])([CH3:26])[CH3:25].CCN(C(C)C)C(C)C. Product: [NH2:7][C:55](=[O:57])[CH2:54][C:49]1[CH:50]=[CH:51][CH:52]=[CH:53][C:48]=1[CH2:47][CH2:46][C:44]1[C:43]([C:58]([F:60])([F:59])[F:61])=[CH:42][N:41]=[C:40]([NH:39][C:36]2[CH:37]=[CH:38][C:33]([CH2:32][NH:31][C:29](=[O:30])[O:28][C:24]([CH3:26])([CH3:25])[CH3:27])=[CH:34][CH:35]=2)[N:45]=1. The catalyst class is: 198. (7) Reactant: S([O-])([O-])=O.[Na+].[Na+].C(=O)(O)[O-].[Na+].[F:12][C:13]1[CH:18]=[C:17]([F:19])[C:16]([F:20])=[CH:15][C:14]=1[S:21](Cl)(=[O:23])=[O:22].Br[CH:26]1[CH2:30][CH2:29][O:28][C:27]1=[O:31]. Product: [F:12][C:13]1[CH:18]=[C:17]([F:19])[C:16]([F:20])=[CH:15][C:14]=1[S:21]([CH:26]1[CH2:30][CH2:29][O:28][C:27]1=[O:31])(=[O:23])=[O:22]. The catalyst class is: 6.